From a dataset of Forward reaction prediction with 1.9M reactions from USPTO patents (1976-2016). Predict the product of the given reaction. Given the reactants [CH2:1]([O:3][C:4](=[O:28])[CH:5]([C:16]1[N:17]([C:21]2[C:26]([F:27])=[CH:25][CH:24]=[CH:23][N:22]=2)[N:18]=[CH:19][CH:20]=1)[C:6]1[C:11]([CH2:12][CH2:13][CH3:14])=[C:10](I)[N:9]=[CH:8][N:7]=1)[CH3:2].[N-:29]=[N+:30]=[N-:31].[Na+], predict the reaction product. The product is: [CH2:1]([O:3][C:4](=[O:28])[CH:5]([C:16]1[N:17]([C:21]2[C:26]([F:27])=[CH:25][CH:24]=[CH:23][N:22]=2)[N:18]=[CH:19][CH:20]=1)[C:6]1[C:11]([CH2:12][CH2:13][CH3:14])=[C:10]([N:29]=[N+:30]=[N-:31])[N:9]=[CH:8][N:7]=1)[CH3:2].